This data is from Full USPTO retrosynthesis dataset with 1.9M reactions from patents (1976-2016). The task is: Predict the reactants needed to synthesize the given product. (1) Given the product [ClH:21].[CH2:1]([NH:4][C:5]1[N:10]=[C:9]([NH:11][CH2:12][CH2:13][CH3:14])[N:8]=[C:7]([N:15]([CH3:20])[O:16][CH2:17][C:18]#[CH:19])[N:6]=1)[CH2:2][CH3:3], predict the reactants needed to synthesize it. The reactants are: [CH2:1]([NH:4][C:5]1[N:10]=[C:9]([NH:11][CH2:12][CH2:13][CH3:14])[N:8]=[C:7]([N:15]([CH3:20])[O:16][CH2:17][C:18]#[CH:19])[N:6]=1)[CH2:2][CH3:3].[ClH:21].C(OCC)C.Cl.C(NC1N=C(NCCC)N=C(N(CC#C)OC)N=1)CC. (2) Given the product [Cl:1][C:2]1[CH:7]=[CH:6][C:5]([CH3:8])=[CH:4][C:3]=1[C:13]1[N:18]=[C:17]([NH2:19])[N:16]=[C:15]([NH:20][CH3:21])[CH:14]=1, predict the reactants needed to synthesize it. The reactants are: [Cl:1][C:2]1[CH:7]=[CH:6][C:5]([CH3:8])=[CH:4][C:3]=1B(O)O.Cl[C:13]1[N:18]=[C:17]([NH2:19])[N:16]=[C:15]([NH:20][CH3:21])[CH:14]=1. (3) Given the product [Br:23][CH2:9][C:10]1[O:11][CH:12]=[C:13]([C:15]2[CH:20]=[CH:19][C:18]([Cl:21])=[CH:17][CH:16]=2)[N:14]=1, predict the reactants needed to synthesize it. The reactants are: C(O[CH2:9][C:10]1[O:11][CH:12]=[C:13]([C:15]2[CH:20]=[CH:19][C:18]([Cl:21])=[CH:17][CH:16]=2)[N:14]=1)C1C=CC=CC=1.B(Br)(Br)[Br:23].C([O-])(O)=O.[Na+]. (4) Given the product [OH:1][C:2]1[CH:3]=[C:4]2[C:9](=[CH:10][CH:11]=1)[CH:8]=[C:7]([NH:62][C:43]([O:59][CH2:52][C:53]1[CH:58]=[CH:57][CH:56]=[CH:55][CH:54]=1)=[O:44])[CH:6]=[CH:5]2, predict the reactants needed to synthesize it. The reactants are: [OH:1][C:2]1[CH:3]=[C:4]2[C:9](=[CH:10][CH:11]=1)[CH:8]=[C:7](C(O)=O)[CH:6]=[CH:5]2.C[C@H]1[C@]2(O)[C@H]3[C@](O)(CC(COC(C)=O)=C[C@H]2[C@@H]2C(C)(C)[C@]2(O[C:43](CC2C=CC=CC=2)=[O:44])C1)C(=O)C(C)=C3.[CH2:52]([OH:59])[C:53]1[CH:58]=[CH:57][CH:56]=[CH:55][CH:54]=1.CC[N:62](CC)CC. (5) Given the product [NH2:3][CH2:12][C@@H:13]([NH:25][C:26](=[O:40])[C:27]1[CH:32]=[CH:31][C:30]([C:33]2[N:37]([CH3:38])[N:36]=[CH:35][CH:34]=2)=[C:29]([F:39])[CH:28]=1)[CH2:14][C:15]1[CH:20]=[CH:19][CH:18]=[CH:17][C:16]=1[C:21]([F:24])([F:23])[F:22], predict the reactants needed to synthesize it. The reactants are: O=C1C2C(=CC=CC=2)C(=O)[N:3]1[CH2:12][C@@H:13]([NH:25][C:26](=[O:40])[C:27]1[CH:32]=[CH:31][C:30]([C:33]2[N:37]([CH3:38])[N:36]=[CH:35][CH:34]=2)=[C:29]([F:39])[CH:28]=1)[CH2:14][C:15]1[CH:20]=[CH:19][CH:18]=[CH:17][C:16]=1[C:21]([F:24])([F:23])[F:22].NN. (6) Given the product [Br:7][C:8]1[N:9]=[C:10]2[CH:15]=[CH:14][C:13]([N:16]3[CH2:21][CH2:20][CH:19]([N:22]4[CH2:23][CH2:24][CH2:25][CH2:26]4)[CH2:18][CH2:17]3)=[N:12][N:11]2[C:27]=1[CH:32]1[CH:31]=[CH:30][N:29]([C:2]([O:4][CH2:5][CH3:6])=[O:3])[N:28]=[CH:33]1, predict the reactants needed to synthesize it. The reactants are: Cl[C:2]([O:4][CH2:5][CH3:6])=[O:3].[Br:7][C:8]1[N:9]=[C:10]2[CH:15]=[CH:14][C:13]([N:16]3[CH2:21][CH2:20][CH:19]([N:22]4[CH2:26][CH2:25][CH2:24][CH2:23]4)[CH2:18][CH2:17]3)=[N:12][N:11]2[CH:27]=1.[N:28]1[CH:33]=[CH:32][CH:31]=[CH:30][N:29]=1. (7) Given the product [NH:1]1[C:9]2[C:4](=[CH:5][CH:6]=[C:7]([CH2:10][N:11]([CH3:12])[C:29](=[O:31])/[CH:28]=[CH:27]/[C:24]3[CH:25]=[N:26][C:20]4[NH:19][C:18](=[O:32])[CH2:17][N:16]([CH3:15])[CH2:22][C:21]=4[CH:23]=3)[CH:8]=2)[CH:3]=[CH:2]1, predict the reactants needed to synthesize it. The reactants are: [NH:1]1[C:9]2[C:4](=[CH:5][CH:6]=[C:7]([CH2:10][NH:11][CH3:12])[CH:8]=2)[CH:3]=[CH:2]1.Cl.Cl.[CH3:15][N:16]1[CH2:22][C:21]2[CH:23]=[C:24](/[CH:27]=[CH:28]/[C:29]([OH:31])=O)[CH:25]=[N:26][C:20]=2[NH:19][C:18](=[O:32])[CH2:17]1.C(N(C(C)C)CC)(C)C.CCN=C=NCCCN(C)C.Cl. (8) Given the product [CH3:7][C:4]1[N:3]=[C:2]([NH:8][C:9]2[CH:10]=[CH:16][CH:15]=[CH:12][N:13]=2)[S:6][N:5]=1, predict the reactants needed to synthesize it. The reactants are: Cl[C:2]1[S:6][N:5]=[C:4]([CH3:7])[N:3]=1.[CH3:8][C:9]1[N:13]=[C:12](N)O[N:10]=1.[CH3:15][C:16]1(C)C2C(=C(P(C3C=CC=CC=3)C3C=CC=CC=3)C=CC=2)OC2C(P(C3C=CC=CC=3)C3C=CC=CC=3)=CC=CC1=2.C([O-])([O-])=O.[Cs+].[Cs+]. (9) The reactants are: ClC1C=C(C=CC=1)C(OO)=[O:6].[CH3:12][N:13]1[CH:22]([C:23]2[CH:30]=[CH:29][C:26]([C:27]#[N:28])=[CH:25][C:24]=2[S:31][CH3:32])[C:21]2[C:20](=[O:33])[CH2:19][CH2:18][CH2:17][C:16]=2[N:15]([C:34]2[CH:39]=[CH:38][CH:37]=[C:36]([C:40]([F:43])([F:42])[F:41])[CH:35]=2)[C:14]1=[O:44]. Given the product [CH3:32][S:31]([C:24]1[CH:25]=[C:26]([CH:29]=[CH:30][C:23]=1[CH:22]1[C:21]2[C:20](=[O:33])[CH2:19][CH2:18][CH2:17][C:16]=2[N:15]([C:34]2[CH:39]=[CH:38][CH:37]=[C:36]([C:40]([F:42])([F:43])[F:41])[CH:35]=2)[C:14](=[O:44])[N:13]1[CH3:12])[C:27]#[N:28])=[O:6], predict the reactants needed to synthesize it. (10) Given the product [CH:1]([CH:3]1[C:7]2([CH2:8][CH2:9][N:10]([C:13]([O:15][C:16]([CH3:19])([CH3:18])[CH3:17])=[O:14])[CH2:11][CH2:12]2)[CH2:6][CH2:5][CH:4]1[OH:20])=[CH2:2], predict the reactants needed to synthesize it. The reactants are: [CH:1]([CH:3]1[C:7]2([CH2:12][CH2:11][N:10]([C:13]([O:15][C:16]([CH3:19])([CH3:18])[CH3:17])=[O:14])[CH2:9][CH2:8]2)[CH2:6][CH2:5][C:4]1=[O:20])=[CH2:2].[BH4-].[Na+].